Dataset: Reaction yield outcomes from USPTO patents with 853,638 reactions. Task: Predict the reaction yield, written as a fraction of the theoretical maximum amount of product (1.0 means a 100% yield; for example, 0.34 means a 34% yield). The reactants are [Br:1][C:2]1[C:7]([CH3:8])=[CH:6][C:5]([O:9][CH3:10])=[CH:4][C:3]=1[CH2:11][OH:12].[O-:13][Mn](=O)(=O)=O.[K+].OS([O-])=O.[Na+].[NH4+].[OH-]. The catalyst is CC(C)=O. The product is [Br:1][C:2]1[C:7]([CH3:8])=[CH:6][C:5]([O:9][CH3:10])=[CH:4][C:3]=1[C:11]([OH:13])=[O:12]. The yield is 0.500.